This data is from CYP2D6 inhibition data for predicting drug metabolism from PubChem BioAssay. The task is: Regression/Classification. Given a drug SMILES string, predict its absorption, distribution, metabolism, or excretion properties. Task type varies by dataset: regression for continuous measurements (e.g., permeability, clearance, half-life) or binary classification for categorical outcomes (e.g., BBB penetration, CYP inhibition). Dataset: cyp2d6_veith. (1) The compound is CCOc1cc(/C=N/O)cc(Cl)c1OC. The result is 0 (non-inhibitor). (2) The drug is O=C(N/N=C1/C[C@@H](O)[C@@H](O)[C@H]2[C@@H]1CC[C@H]1C(=O)N(c3ccc(F)cc3F)C(=O)[C@H]21)OCc1ccccc1. The result is 0 (non-inhibitor).